The task is: Predict the product of the given reaction.. This data is from Forward reaction prediction with 1.9M reactions from USPTO patents (1976-2016). (1) Given the reactants [F:1][C:2]1[CH:3]=[C:4]([CH:8]=[CH:9][C:10]=1[O:11][CH:12]([CH3:14])[CH3:13])[C:5]([OH:7])=O.CN(C=O)C.C(Cl)(=O)C(Cl)=O.O[N:27]=[C:28]([C:30]1[CH:38]=[CH:37][C:36]2[NH:35][C:34]3[CH:39]([CH2:42][C:43]([O:45][CH2:46][CH3:47])=[O:44])[CH2:40][CH2:41][C:33]=3[C:32]=2[CH:31]=1)[NH2:29].C(N(CC)CC)C, predict the reaction product. The product is: [F:1][C:2]1[CH:3]=[C:4]([C:5]2[O:7][N:29]=[C:28]([C:30]3[CH:38]=[CH:37][C:36]4[NH:35][C:34]5[CH:39]([CH2:42][C:43]([O:45][CH2:46][CH3:47])=[O:44])[CH2:40][CH2:41][C:33]=5[C:32]=4[CH:31]=3)[N:27]=2)[CH:8]=[CH:9][C:10]=1[O:11][CH:12]([CH3:14])[CH3:13]. (2) Given the reactants [C:1]([C:5]1[N:9]([CH2:10][CH:11]2[CH2:16][CH2:15][O:14][CH2:13][CH2:12]2)[C:8]2[CH:17]=[CH:18][C:19]([S:21](Cl)(=[O:23])=[O:22])=[CH:20][C:7]=2[N:6]=1)([CH3:4])([CH3:3])[CH3:2].[NH:25]1[CH2:30][CH2:29][CH2:28][C@H:27]([C:31]([O:33][CH2:34][CH3:35])=[O:32])[CH2:26]1.CCN(C(C)C)C(C)C, predict the reaction product. The product is: [C:1]([C:5]1[N:9]([CH2:10][CH:11]2[CH2:16][CH2:15][O:14][CH2:13][CH2:12]2)[C:8]2[CH:17]=[CH:18][C:19]([S:21]([N:25]3[CH2:30][CH2:29][CH2:28][C@H:27]([C:31]([O:33][CH2:34][CH3:35])=[O:32])[CH2:26]3)(=[O:23])=[O:22])=[CH:20][C:7]=2[N:6]=1)([CH3:4])([CH3:3])[CH3:2]. (3) Given the reactants C([C@@H]1N(C(=O)C2C=CC(OC3C=CC=CC=3)=CC=2)C[C@H](CC(C)C)NC1=O)C(C)C.[CH2:31]([C@@H:35]1[NH:40][CH2:39][C@H:38]([CH2:41][CH:42]([CH3:44])[CH3:43])[NH:37][C:36]1=[O:45])[CH:32]([CH3:34])[CH3:33].[F:46][C:47]([F:60])([F:59])[C:48]1[CH:53]=[CH:52][C:51]([C:54]#[C:55][C:56](O)=[O:57])=[CH:50][CH:49]=1, predict the reaction product. The product is: [CH2:31]([C@@H:35]1[N:40]([C:56](=[O:57])[C:55]#[C:54][C:51]2[CH:52]=[CH:53][C:48]([C:47]([F:59])([F:60])[F:46])=[CH:49][CH:50]=2)[CH2:39][C@H:38]([CH2:41][CH:42]([CH3:44])[CH3:43])[NH:37][C:36]1=[O:45])[CH:32]([CH3:34])[CH3:33]. (4) Given the reactants [Br:1][C:2]1[C:3]([O:12][CH3:13])=[CH:4][C:5]([F:11])=[C:6]([CH:10]=1)[C:7](O)=[O:8].S(Cl)([Cl:16])=O, predict the reaction product. The product is: [Br:1][C:2]1[C:3]([O:12][CH3:13])=[CH:4][C:5]([F:11])=[C:6]([CH:10]=1)[C:7]([Cl:16])=[O:8].